From a dataset of Forward reaction prediction with 1.9M reactions from USPTO patents (1976-2016). Predict the product of the given reaction. (1) Given the reactants [CH3:1][O:2][C:3]1[CH:4]=[C:5]2[C:10](=[CH:11][CH:12]=1)[CH:9]=[C:8]([C@H:13]([CH3:17])[C:14]([OH:16])=[O:15])[CH:7]=[CH:6]2.[CH3:18][C:19]1([CH3:26])[O:23][C@H:22]([CH2:24]O)[CH2:21][O:20]1.Cl[CH2:28]Cl, predict the reaction product. The product is: [CH3:1][O:2][C:3]1[CH:4]=[C:5]2[C:10](=[CH:11][CH:12]=1)[CH:9]=[C:8]([C@H:13]([CH3:17])[C:14]([O:16][CH2:28][C@@:22]1([CH3:24])[CH2:21][O:20][C:19]([CH3:18])([CH3:26])[O:23]1)=[O:15])[CH:7]=[CH:6]2. (2) Given the reactants [NH2:1][C:2]1[CH:3]=[C:4]([CH:9]=[CH:10][C:11]=1[S:12][CH2:13][CH2:14]Cl)[C:5]([O:7][CH3:8])=[O:6].[I-].[Na+], predict the reaction product. The product is: [S:12]1[CH2:13][CH2:14][NH:1][C:2]2[CH:3]=[C:4]([C:5]([O:7][CH3:8])=[O:6])[CH:9]=[CH:10][C:11]1=2. (3) Given the reactants Cl.[NH2:2][C@H:3]1[CH2:8][CH2:7][C@H:6]([OH:9])[CH2:5][CH2:4]1.[C:10]([O:14][C:15](O[C:15]([O:14][C:10]([CH3:13])([CH3:12])[CH3:11])=[O:16])=[O:16])([CH3:13])([CH3:12])[CH3:11].[OH-].[Na+].O, predict the reaction product. The product is: [C:10]([O:14][C:15](=[O:16])[NH:2][CH:3]1[CH2:8][CH2:7][CH:6]([OH:9])[CH2:5][CH2:4]1)([CH3:13])([CH3:12])[CH3:11]. (4) The product is: [Br:1][C:2]1[CH:3]=[CH:4][C:5]2[S:9](=[O:10])(=[O:11])[N:8]([CH2:14][CH2:15][S:16][CH3:17])[CH2:7][C:6]=2[CH:12]=1. Given the reactants [Br:1][C:2]1[CH:3]=[CH:4][C:5]2[S:9](=[O:11])(=[O:10])[NH:8][CH2:7][C:6]=2[CH:12]=1.Cl[CH2:14][CH2:15][S:16][CH3:17].C([O-])([O-])=O.[K+].[K+].N#N, predict the reaction product.